From a dataset of Catalyst prediction with 721,799 reactions and 888 catalyst types from USPTO. Predict which catalyst facilitates the given reaction. Reactant: [Cl:1][C:2]1[C:8]([Cl:9])=[CH:7][CH:6]=[CH:5][C:3]=1N.[BrH:10].N([O-])=O.[Na+]. Product: [Br:10][C:3]1[CH:5]=[CH:6][CH:7]=[C:8]([Cl:9])[C:2]=1[Cl:1]. The catalyst class is: 6.